This data is from Full USPTO retrosynthesis dataset with 1.9M reactions from patents (1976-2016). The task is: Predict the reactants needed to synthesize the given product. (1) Given the product [CH3:33][C:27]1[CH:28]=[C:29]([CH3:32])[CH:30]=[CH:31][C:26]=1[N:21]([CH2:22][CH:23]([CH3:25])[CH3:24])[S:18]([C:15]1[CH:14]=[CH:13][C:12]([CH:4]([N+:1]([O-:3])=[O:2])[CH2:5][CH2:6][C:7]([O:9][CH3:10])=[O:8])=[CH:17][CH:16]=1)(=[O:20])=[O:19], predict the reactants needed to synthesize it. The reactants are: [N+:1]([CH2:4][CH2:5][CH2:6][C:7]([O:9][CH3:10])=[O:8])([O-:3])=[O:2].Br[C:12]1[CH:17]=[CH:16][C:15]([S:18]([N:21]([C:26]2[CH:31]=[CH:30][C:29]([CH3:32])=[CH:28][C:27]=2[CH3:33])[CH2:22][CH:23]([CH3:25])[CH3:24])(=[O:20])=[O:19])=[CH:14][CH:13]=1.C(P(C(C)(C)C)C1C=CC=CC=1C1C=CC=CC=1C)(C)(C)C.C(=O)([O-])[O-].[Cs+].[Cs+]. (2) Given the product [CH:1]([O:4][C:5]1[CH:10]=[CH:9][C:8]([O:11][C:13]2[S:14][CH:15]=[CH:16][N:17]=2)=[CH:7][CH:6]=1)([CH3:3])[CH3:2], predict the reactants needed to synthesize it. The reactants are: [CH:1]([O:4][C:5]1[CH:10]=[CH:9][C:8]([OH:11])=[CH:7][CH:6]=1)([CH3:3])[CH3:2].Br[C:13]1[S:14][CH:15]=[CH:16][N:17]=1.C(=O)([O-])[O-].[K+].[K+].O. (3) Given the product [C:1]([N:8]([CH2:9][CH2:10][CH2:11][O:12][C:13]1[CH:18]=[CH:17][C:16]([C:19]2[N:24]=[C:23]([C:25]#[N:26])[C:22]3[N:27]=[CH:28][N:29]([CH3:34])[C:21]=3[CH:20]=2)=[CH:15][C:14]=1[C:30]([F:32])([F:31])[F:33])[CH:5]1[CH2:7][CH2:6]1)(=[O:3])[CH3:2], predict the reactants needed to synthesize it. The reactants are: [C:1](Cl)(=[O:3])[CH3:2].[CH:5]1([NH:8][CH2:9][CH2:10][CH2:11][O:12][C:13]2[CH:18]=[CH:17][C:16]([C:19]3[N:24]=[C:23]([C:25]#[N:26])[C:22]4[N:27]=[CH:28][NH:29][C:21]=4[CH:20]=3)=[CH:15][C:14]=2[C:30]([F:33])([F:32])[F:31])[CH2:7][CH2:6]1.[CH:34](N(C(C)C)CC)(C)C.